The task is: Regression. Given two drug SMILES strings and cell line genomic features, predict the synergy score measuring deviation from expected non-interaction effect.. This data is from NCI-60 drug combinations with 297,098 pairs across 59 cell lines. (1) Drug 1: CC1CCC2CC(C(=CC=CC=CC(CC(C(=O)C(C(C(=CC(C(=O)CC(OC(=O)C3CCCCN3C(=O)C(=O)C1(O2)O)C(C)CC4CCC(C(C4)OC)O)C)C)O)OC)C)C)C)OC. Drug 2: CC1=C(N=C(N=C1N)C(CC(=O)N)NCC(C(=O)N)N)C(=O)NC(C(C2=CN=CN2)OC3C(C(C(C(O3)CO)O)O)OC4C(C(C(C(O4)CO)O)OC(=O)N)O)C(=O)NC(C)C(C(C)C(=O)NC(C(C)O)C(=O)NCCC5=NC(=CS5)C6=NC(=CS6)C(=O)NCCC[S+](C)C)O. Cell line: UACC62. Synergy scores: CSS=22.5, Synergy_ZIP=-8.07, Synergy_Bliss=-1.35, Synergy_Loewe=-0.360, Synergy_HSA=0.848. (2) Drug 1: CNC(=O)C1=CC=CC=C1SC2=CC3=C(C=C2)C(=NN3)C=CC4=CC=CC=N4. Drug 2: CC1=CC=C(C=C1)C2=CC(=NN2C3=CC=C(C=C3)S(=O)(=O)N)C(F)(F)F. Cell line: A498. Synergy scores: CSS=10.2, Synergy_ZIP=-1.62, Synergy_Bliss=5.41, Synergy_Loewe=1.01, Synergy_HSA=5.46. (3) Drug 1: C1C(C(OC1N2C=NC(=NC2=O)N)CO)O. Drug 2: CC12CCC3C(C1CCC2OP(=O)(O)O)CCC4=C3C=CC(=C4)OC(=O)N(CCCl)CCCl.[Na+]. Cell line: NCI-H226. Synergy scores: CSS=4.68, Synergy_ZIP=-0.796, Synergy_Bliss=1.97, Synergy_Loewe=0.730, Synergy_HSA=0.807. (4) Drug 1: CN1CCC(CC1)COC2=C(C=C3C(=C2)N=CN=C3NC4=C(C=C(C=C4)Br)F)OC. Drug 2: CC1=CC2C(CCC3(C2CCC3(C(=O)C)OC(=O)C)C)C4(C1=CC(=O)CC4)C. Cell line: MDA-MB-231. Synergy scores: CSS=-0.746, Synergy_ZIP=1.72, Synergy_Bliss=-4.18, Synergy_Loewe=-20.7, Synergy_HSA=-14.6. (5) Drug 1: CC(C1=C(C=CC(=C1Cl)F)Cl)OC2=C(N=CC(=C2)C3=CN(N=C3)C4CCNCC4)N. Drug 2: CC1=CC2C(CCC3(C2CCC3(C(=O)C)OC(=O)C)C)C4(C1=CC(=O)CC4)C. Cell line: TK-10. Synergy scores: CSS=0.192, Synergy_ZIP=1.99, Synergy_Bliss=3.14, Synergy_Loewe=-3.42, Synergy_HSA=-1.38. (6) Drug 1: C1=CC(=CC=C1CCC2=CNC3=C2C(=O)NC(=N3)N)C(=O)NC(CCC(=O)O)C(=O)O. Drug 2: CC1=C(C(=CC=C1)Cl)NC(=O)C2=CN=C(S2)NC3=CC(=NC(=N3)C)N4CCN(CC4)CCO. Cell line: HOP-62. Synergy scores: CSS=32.3, Synergy_ZIP=-12.2, Synergy_Bliss=-2.58, Synergy_Loewe=-1.18, Synergy_HSA=0.678. (7) Drug 1: C1=CN(C(=O)N=C1N)C2C(C(C(O2)CO)O)O.Cl. Drug 2: C(CN)CNCCSP(=O)(O)O. Cell line: UACC62. Synergy scores: CSS=25.9, Synergy_ZIP=-6.56, Synergy_Bliss=-2.53, Synergy_Loewe=-68.8, Synergy_HSA=-4.31.